From a dataset of Full USPTO retrosynthesis dataset with 1.9M reactions from patents (1976-2016). Predict the reactants needed to synthesize the given product. (1) Given the product [C:24]12([OH:23])[CH2:31][CH:30]3[CH2:29][CH:28]([CH2:27][CH:26]([CH2:32]3)[CH2:25]1)[CH2:33]2, predict the reactants needed to synthesize it. The reactants are: O(CC1C=CC=CC=1)CC1C=CC=CC=1.C([O:23][C:24]12[CH2:33][CH:28]3[CH2:29][CH:30]([CH2:32][CH:26]([CH2:27]3)[CH2:25]1)[CH2:31]2)C1C=CC=CC=1. (2) Given the product [CH3:10][O:11][C:12](=[O:22])/[C:13](/[C:47]1[CH:46]=[CH:45][C:44]([N:50]2[C:54]([CH3:55])=[N:53][N:52]=[N:51]2)=[C:43]([Cl:42])[CH:48]=1)=[CH:14]/[CH:15]1[CH2:20][CH2:19][CH2:18][CH2:17][CH2:16]1, predict the reactants needed to synthesize it. The reactants are: BrCCBr.C[Si](Cl)(C)C.[CH3:10][O:11][C:12](=[O:22])/[C:13](/I)=[CH:14]\[CH:15]1[CH2:20][CH2:19][CH2:18][CH2:17][CH2:16]1.C1(P(C2C=CC=CC=2)C2C=CC=CC=2)C=CC=CC=1.[Cl:42][C:43]1[CH:48]=[C:47](I)[CH:46]=[CH:45][C:44]=1[N:50]1[C:54]([CH3:55])=[N:53][N:52]=[N:51]1.[Cl-].[NH4+].